Dataset: NCI-60 drug combinations with 297,098 pairs across 59 cell lines. Task: Regression. Given two drug SMILES strings and cell line genomic features, predict the synergy score measuring deviation from expected non-interaction effect. (1) Drug 1: CCC(=C(C1=CC=CC=C1)C2=CC=C(C=C2)OCCN(C)C)C3=CC=CC=C3.C(C(=O)O)C(CC(=O)O)(C(=O)O)O. Drug 2: CC1=C(C(=CC=C1)Cl)NC(=O)C2=CN=C(S2)NC3=CC(=NC(=N3)C)N4CCN(CC4)CCO. Cell line: CAKI-1. Synergy scores: CSS=13.9, Synergy_ZIP=15.1, Synergy_Bliss=16.7, Synergy_Loewe=11.5, Synergy_HSA=12.7. (2) Drug 2: C1CNP(=O)(OC1)N(CCCl)CCCl. Cell line: SF-295. Synergy scores: CSS=52.2, Synergy_ZIP=1.82, Synergy_Bliss=3.17, Synergy_Loewe=-65.3, Synergy_HSA=2.41. Drug 1: COC1=CC(=CC(=C1O)OC)C2C3C(COC3=O)C(C4=CC5=C(C=C24)OCO5)OC6C(C(C7C(O6)COC(O7)C8=CC=CS8)O)O. (3) Drug 1: C1CN1P(=S)(N2CC2)N3CC3. Drug 2: C1=NNC2=C1C(=O)NC=N2. Cell line: UO-31. Synergy scores: CSS=4.43, Synergy_ZIP=4.31, Synergy_Bliss=0.00148, Synergy_Loewe=-1.60, Synergy_HSA=-1.60. (4) Drug 1: C1CN(P(=O)(OC1)NCCCl)CCCl. Drug 2: CC1CCCC2(C(O2)CC(NC(=O)CC(C(C(=O)C(C1O)C)(C)C)O)C(=CC3=CSC(=N3)C)C)C. Cell line: HT29. Synergy scores: CSS=65.1, Synergy_ZIP=4.40, Synergy_Bliss=3.54, Synergy_Loewe=-22.1, Synergy_HSA=3.69. (5) Drug 1: CN1C(=O)N2C=NC(=C2N=N1)C(=O)N. Drug 2: CS(=O)(=O)CCNCC1=CC=C(O1)C2=CC3=C(C=C2)N=CN=C3NC4=CC(=C(C=C4)OCC5=CC(=CC=C5)F)Cl. Cell line: HCT-15. Synergy scores: CSS=-3.66, Synergy_ZIP=2.50, Synergy_Bliss=1.31, Synergy_Loewe=-11.1, Synergy_HSA=-9.49. (6) Drug 1: CC(C1=C(C=CC(=C1Cl)F)Cl)OC2=C(N=CC(=C2)C3=CN(N=C3)C4CCNCC4)N. Drug 2: COC1=CC(=CC(=C1O)OC)C2C3C(COC3=O)C(C4=CC5=C(C=C24)OCO5)OC6C(C(C7C(O6)COC(O7)C8=CC=CS8)O)O. Cell line: LOX IMVI. Synergy scores: CSS=38.2, Synergy_ZIP=-0.902, Synergy_Bliss=-0.302, Synergy_Loewe=1.33, Synergy_HSA=2.54.